This data is from Catalyst prediction with 721,799 reactions and 888 catalyst types from USPTO. The task is: Predict which catalyst facilitates the given reaction. Reactant: [Cl:1][C:2]1[C:7]([C:8]([OH:10])=O)=[CH:6][N:5]=[C:4]2[N:11]([CH2:14][CH3:15])[N:12]=[CH:13][C:3]=12. Product: [Cl:1][C:2]1[C:7]([C:8]2[O:10][C:4]([CH3:3])=[N:11][N:12]=2)=[CH:6][N:5]=[C:4]2[N:11]([CH2:14][CH3:15])[N:12]=[CH:13][C:3]=12. The catalyst class is: 309.